Dataset: Full USPTO retrosynthesis dataset with 1.9M reactions from patents (1976-2016). Task: Predict the reactants needed to synthesize the given product. (1) The reactants are: [NH2:1][C:2]1[CH:7]=[CH:6][N:5]=[N:4][CH:3]=1.C1COCC1.N1C=CC=CC=1.Cl[C:20]([O:22][C:23]1[CH:28]=[CH:27][CH:26]=[CH:25][CH:24]=1)=[O:21]. Given the product [N:5]1[CH:6]=[CH:7][C:2]([NH:1][C:20](=[O:21])[O:22][C:23]2[CH:28]=[CH:27][CH:26]=[CH:25][CH:24]=2)=[CH:3][N:4]=1, predict the reactants needed to synthesize it. (2) The reactants are: [CH2:1]([C:5]1[CH:10]=[CH:9][C:8]([C:11]#[C:12][C:13]2[CH:40]=[CH:39][C:16]([CH2:17][N:18]([C:26]3[CH:38]=[CH:37][C:29]4[O:30]C(C)(C)[O:32][C:33](=[O:34])[C:28]=4[CH:27]=3)[C:19](=[O:25])[CH2:20][C:21]([CH3:24])([CH3:23])[CH3:22])=[CH:15][CH:14]=2)=[CH:7][CH:6]=1)[CH2:2][CH2:3][CH3:4].[OH-].[Na+]. Given the product [CH2:1]([C:5]1[CH:6]=[CH:7][C:8]([C:11]#[C:12][C:13]2[CH:40]=[CH:39][C:16]([CH2:17][N:18]([C:19](=[O:25])[CH2:20][C:21]([CH3:23])([CH3:22])[CH3:24])[C:26]3[CH:38]=[CH:37][C:29]([OH:30])=[C:28]([CH:27]=3)[C:33]([OH:34])=[O:32])=[CH:15][CH:14]=2)=[CH:9][CH:10]=1)[CH2:2][CH2:3][CH3:4], predict the reactants needed to synthesize it. (3) Given the product [CH3:1][C:2]1[CH:3]=[CH:4][C:5](=[O:9])[NH:6][C:7]=1[CH3:8], predict the reactants needed to synthesize it. The reactants are: [CH3:1][C:2]1[CH:3]=[C:4](C#N)[C:5](=[O:9])[NH:6][C:7]=1[CH3:8].Cl.[OH-].[Na+]. (4) Given the product [Cl:2][C:3]1[CH:4]=[CH:5][C:6]([C:7]([CH:40]2[CH2:36][CH2:35][N:34]([C:18]3[N:23]([CH3:24])[C:22](=[O:25])[CH:21]=[C:20]([C:26]4[CH:31]=[CH:30][N:29]=[CH:28][N:27]=4)[N:19]=3)[CH2:37][CH2:38]2)=[O:8])=[CH:15][CH:16]=1, predict the reactants needed to synthesize it. The reactants are: Cl.[Cl:2][C:3]1[CH:16]=[CH:15][C:6]([C:7](N2CCCCC2)=[O:8])=[CH:5][CH:4]=1.Cl[C:18]1[N:23]([CH3:24])[C:22](=[O:25])[CH:21]=[C:20]([C:26]2[CH:31]=[CH:30][N:29]=[CH:28][N:27]=2)[N:19]=1.C([N:34]([CH2:37][CH3:38])[CH2:35][CH3:36])C.O.[CH3:40]N(C)C=O. (5) Given the product [CH:1]1([N:6]2[C:11]3=[N:12][C:13]([NH:39][CH2:38][CH2:37][CH2:36][CH2:35][N:34]([CH2:40][CH3:41])[CH2:32][CH3:33])=[N:14][CH:15]=[C:10]3[CH2:9][N:8]([C:19]3[C:24]([F:25])=[C:23]([O:26][CH3:27])[CH:22]=[C:21]([O:28][CH3:29])[C:20]=3[F:30])[C:7]2=[O:31])[CH2:5][CH2:4][CH2:3][CH2:2]1, predict the reactants needed to synthesize it. The reactants are: [CH:1]1([N:6]2[C:11]3=[N:12][C:13](S(C)=O)=[N:14][CH:15]=[C:10]3[CH2:9][N:8]([C:19]3[C:24]([F:25])=[C:23]([O:26][CH3:27])[CH:22]=[C:21]([O:28][CH3:29])[C:20]=3[F:30])[C:7]2=[O:31])[CH2:5][CH2:4][CH2:3][CH2:2]1.[CH2:32]([N:34]([CH2:40][CH3:41])[CH2:35][CH2:36][CH2:37][CH2:38][NH2:39])[CH3:33]. (6) Given the product [CH3:38][O:37][CH:36]=[C:35]1[O:34][NH:33][C:32]([C:39]2[CH:44]=[CH:43][C:42]([F:45])=[CH:41][CH:40]=2)=[C:31]1[CH:30]=[O:29], predict the reactants needed to synthesize it. The reactants are: CC(OI1(OC(C)=O)(OC(C)=O)OC(=O)C2C=CC=CC1=2)=O.N1C=CC=CC=1.[OH:29][CH:30]=[C:31]1[C:35](=[CH:36][O:37][CH3:38])[O:34][N:33]=[C:32]1[C:39]1[CH:44]=[CH:43][C:42]([F:45])=[CH:41][CH:40]=1.